This data is from Full USPTO retrosynthesis dataset with 1.9M reactions from patents (1976-2016). The task is: Predict the reactants needed to synthesize the given product. Given the product [F:10][C:11]1[CH:12]=[CH:13][C:14]([C:15]([N:64]2[CH2:65][CH2:66][N:61]([C:43](=[O:42])[CH2:44][NH:45][C:46](=[O:60])[C:47]3[CH:48]=[CH:49][C:50]([O:53][C:54]4[CH:55]=[CH:56][CH:57]=[CH:58][CH:59]=4)=[CH:51][CH:52]=3)[CH2:62][CH2:63]2)=[O:17])=[CH:18][CH:19]=1, predict the reactants needed to synthesize it. The reactants are: CCN(C(C)C)C(C)C.[F:10][C:11]1[CH:19]=[CH:18][C:14]([C:15]([OH:17])=O)=[CH:13][CH:12]=1.CCN=C=NCCCN(C)C.C1C=CC2N(O)N=NC=2C=1.Cl.[O:42]=[C:43]([N:61]1[CH2:66][CH2:65][NH:64][CH2:63][CH2:62]1)[CH2:44][NH:45][C:46](=[O:60])[C:47]1[CH:52]=[CH:51][C:50]([O:53][C:54]2[CH:59]=[CH:58][CH:57]=[CH:56][CH:55]=2)=[CH:49][CH:48]=1.